Task: Regression. Given two drug SMILES strings and cell line genomic features, predict the synergy score measuring deviation from expected non-interaction effect.. Dataset: NCI-60 drug combinations with 297,098 pairs across 59 cell lines (1) Drug 1: C1=CC=C(C=C1)NC(=O)CCCCCCC(=O)NO. Drug 2: COCCOC1=C(C=C2C(=C1)C(=NC=N2)NC3=CC=CC(=C3)C#C)OCCOC.Cl. Synergy scores: CSS=3.40, Synergy_ZIP=-0.887, Synergy_Bliss=0.587, Synergy_Loewe=-1.49, Synergy_HSA=0.152. Cell line: SW-620. (2) Synergy scores: CSS=28.6, Synergy_ZIP=13.9, Synergy_Bliss=13.4, Synergy_Loewe=13.4, Synergy_HSA=12.8. Drug 2: COC1=C(C=C2C(=C1)N=CN=C2NC3=CC(=C(C=C3)F)Cl)OCCCN4CCOCC4. Cell line: UACC-257. Drug 1: CNC(=O)C1=CC=CC=C1SC2=CC3=C(C=C2)C(=NN3)C=CC4=CC=CC=N4. (3) Drug 2: CC(CN1CC(=O)NC(=O)C1)N2CC(=O)NC(=O)C2. Drug 1: C1=CC(=C2C(=C1NCCNCCO)C(=O)C3=C(C=CC(=C3C2=O)O)O)NCCNCCO. Synergy scores: CSS=33.1, Synergy_ZIP=-4.04, Synergy_Bliss=-2.99, Synergy_Loewe=-26.1, Synergy_HSA=0.552. Cell line: NCI-H226. (4) Drug 1: CC(C)CN1C=NC2=C1C3=CC=CC=C3N=C2N. Drug 2: C(CCl)NC(=O)N(CCCl)N=O. Cell line: SW-620. Synergy scores: CSS=10.8, Synergy_ZIP=-3.61, Synergy_Bliss=-5.19, Synergy_Loewe=-1.11, Synergy_HSA=-3.03. (5) Drug 1: CC1C(C(CC(O1)OC2CC(CC3=C2C(=C4C(=C3O)C(=O)C5=C(C4=O)C(=CC=C5)OC)O)(C(=O)CO)O)N)O.Cl. Drug 2: CN(C)N=NC1=C(NC=N1)C(=O)N. Cell line: NCI-H460. Synergy scores: CSS=9.07, Synergy_ZIP=-3.65, Synergy_Bliss=2.80, Synergy_Loewe=-0.897, Synergy_HSA=-0.639. (6) Drug 1: CC(C)(C#N)C1=CC(=CC(=C1)CN2C=NC=N2)C(C)(C)C#N. Drug 2: C#CCC(CC1=CN=C2C(=N1)C(=NC(=N2)N)N)C3=CC=C(C=C3)C(=O)NC(CCC(=O)O)C(=O)O. Cell line: HCC-2998. Synergy scores: CSS=-0.230, Synergy_ZIP=0.806, Synergy_Bliss=-0.657, Synergy_Loewe=-0.746, Synergy_HSA=-1.94. (7) Drug 1: C1=CC(=CC=C1CC(C(=O)O)N)N(CCCl)CCCl.Cl. Drug 2: CC1=C2C(C(=O)C3(C(CC4C(C3C(C(C2(C)C)(CC1OC(=O)C(C(C5=CC=CC=C5)NC(=O)OC(C)(C)C)O)O)OC(=O)C6=CC=CC=C6)(CO4)OC(=O)C)O)C)O. Cell line: HOP-62. Synergy scores: CSS=19.6, Synergy_ZIP=-6.66, Synergy_Bliss=-0.395, Synergy_Loewe=-19.5, Synergy_HSA=-2.56. (8) Drug 1: CN1CCC(CC1)COC2=C(C=C3C(=C2)N=CN=C3NC4=C(C=C(C=C4)Br)F)OC. Drug 2: CN(C)N=NC1=C(NC=N1)C(=O)N. Cell line: NCI-H522. Synergy scores: CSS=23.2, Synergy_ZIP=-7.48, Synergy_Bliss=-2.20, Synergy_Loewe=-11.6, Synergy_HSA=-1.73. (9) Drug 1: C1=NC2=C(N1)C(=S)N=C(N2)N. Drug 2: CC12CCC3C(C1CCC2O)C(CC4=C3C=CC(=C4)O)CCCCCCCCCS(=O)CCCC(C(F)(F)F)(F)F. Cell line: HCT116. Synergy scores: CSS=39.3, Synergy_ZIP=-0.181, Synergy_Bliss=-1.62, Synergy_Loewe=-7.05, Synergy_HSA=-0.311.